From a dataset of Forward reaction prediction with 1.9M reactions from USPTO patents (1976-2016). Predict the product of the given reaction. Given the reactants [C:1]([O:5][C:6](=[O:23])[NH:7][CH:8]([C:15]1[CH:20]=[CH:19][C:18]([Cl:21])=[C:17]([Cl:22])[CH:16]=1)[C:9](=[O:14])N(OC)C)([CH3:4])([CH3:3])[CH3:2].Br[C:25]1[CH:37]=[CH:36][C:28]([O:29][CH2:30][C:31]2([CH3:35])[CH2:34][O:33][CH2:32]2)=[CH:27][C:26]=1[F:38], predict the reaction product. The product is: [C:1]([O:5][C:6](=[O:23])[NH:7][CH:8]([C:15]1[CH:20]=[CH:19][C:18]([Cl:21])=[C:17]([Cl:22])[CH:16]=1)[C:9]([C:25]1[CH:37]=[CH:36][C:28]([O:29][CH2:30][C:31]2([CH3:35])[CH2:34][O:33][CH2:32]2)=[CH:27][C:26]=1[F:38])=[O:14])([CH3:2])([CH3:3])[CH3:4].